Dataset: Catalyst prediction with 721,799 reactions and 888 catalyst types from USPTO. Task: Predict which catalyst facilitates the given reaction. Reactant: Br[C:2]1[N:3]([CH:24]([CH2:26][CH3:27])[CH3:25])[C:4]2[C:9]([N:10]=1)=[C:8]([C:11]1[CH:12]=[N:13][C:14]([NH2:17])=[N:15][CH:16]=1)[N:7]=[C:6]([N:18]1[CH2:23][CH2:22][O:21][CH2:20][CH2:19]1)[N:5]=2.[CH3:28][Zn]C.CO. Product: [CH:24]([N:3]1[C:2]([CH3:28])=[N:10][C:9]2[C:4]1=[N:5][C:6]([N:18]1[CH2:23][CH2:22][O:21][CH2:20][CH2:19]1)=[N:7][C:8]=2[C:11]1[CH:12]=[N:13][C:14]([NH2:17])=[N:15][CH:16]=1)([CH2:26][CH3:27])[CH3:25]. The catalyst class is: 75.